Dataset: NCI-60 drug combinations with 297,098 pairs across 59 cell lines. Task: Regression. Given two drug SMILES strings and cell line genomic features, predict the synergy score measuring deviation from expected non-interaction effect. Drug 1: C1CC(=O)NC(=O)C1N2CC3=C(C2=O)C=CC=C3N. Drug 2: C(CN)CNCCSP(=O)(O)O. Cell line: SK-MEL-5. Synergy scores: CSS=-1.55, Synergy_ZIP=1.16, Synergy_Bliss=1.66, Synergy_Loewe=-0.582, Synergy_HSA=-0.701.